This data is from Reaction yield outcomes from USPTO patents with 853,638 reactions. The task is: Predict the reaction yield, written as a fraction of the theoretical maximum amount of product (1.0 means a 100% yield; for example, 0.34 means a 34% yield). (1) The reactants are [C:1]1(P([C:1]2[CH:6]=CC=[CH:3][CH:2]=2)[C:1]2[CH:6]=CC=[CH:3][CH:2]=2)[CH:6]=CC=[CH:3][CH:2]=1.C(N(CC)CC)C.[CH2:27]([NH:34][CH2:35][C:36]1([OH:49])[CH2:41][CH2:40][N:39]([C:42]([O:44][C:45]([CH3:48])([CH3:47])[CH3:46])=[O:43])[CH2:38][CH2:37]1)[C:28]1[CH:33]=[CH:32][CH:31]=[CH:30][CH:29]=1.C(OC/C=C\CCC([O-])=O)(=O)C. The catalyst is C1COCC1.C1C=CC([P]([Pd]([P](C2C=CC=CC=2)(C2C=CC=CC=2)C2C=CC=CC=2)([P](C2C=CC=CC=2)(C2C=CC=CC=2)C2C=CC=CC=2)[P](C2C=CC=CC=2)(C2C=CC=CC=2)C2C=CC=CC=2)(C2C=CC=CC=2)C2C=CC=CC=2)=CC=1. The product is [CH2:27]([N:34]1[CH2:35][C:36]2([CH2:41][CH2:40][N:39]([C:42]([O:44][C:45]([CH3:46])([CH3:48])[CH3:47])=[O:43])[CH2:38][CH2:37]2)[O:49][CH:2]([CH:1]=[CH2:6])[CH2:3]1)[C:28]1[CH:33]=[CH:32][CH:31]=[CH:30][CH:29]=1. The yield is 0.920. (2) The reactants are Br[C:2]1[N:3]([CH2:9][O:10][CH2:11][CH2:12][Si:13]([CH3:16])([CH3:15])[CH3:14])[CH:4]=[C:5]([C:7]#[N:8])[N:6]=1.C([Mg]Cl)(C)C.C([C:24]([O:26][CH2:27][CH3:28])=[O:25])#N. The catalyst is O1CCCC1. The product is [CH2:27]([O:26][C:24]([C:2]1[N:3]([CH2:9][O:10][CH2:11][CH2:12][Si:13]([CH3:16])([CH3:15])[CH3:14])[CH:4]=[C:5]([C:7]#[N:8])[N:6]=1)=[O:25])[CH3:28]. The yield is 0.740. (3) The reactants are [F:1][C:2]1[CH:7]=[CH:6][CH:5]=[C:4]([F:8])[C:3]=1[N:9]1[C:14]2[N:15]=[C:16]([N:29]3[CH2:34][CH2:33][CH:32]([N:35]4[CH2:40][CH2:39][CH:38]([CH3:41])[CH2:37][CH2:36]4)[CH2:31][CH2:30]3)[N:17]=[C:18]([C:19]3[CH:20]=[C:21]([CH:25]=[CH:26][C:27]=3[CH3:28])[C:22](O)=[O:23])[C:13]=2[CH:12]=[CH:11][C:10]1=[O:42].CN(C(ON1N=NC2C=CC=CC1=2)=[N+](C)C)C.F[P-](F)(F)(F)(F)F.C(N(CC)CC)C.[CH2:74]([NH2:78])[CH:75]([CH3:77])[CH3:76]. The catalyst is CN(C=O)C. The product is [F:8][C:4]1[CH:5]=[CH:6][CH:7]=[C:2]([F:1])[C:3]=1[N:9]1[C:14]2[N:15]=[C:16]([N:29]3[CH2:30][CH2:31][CH:32]([N:35]4[CH2:36][CH2:37][CH:38]([CH3:41])[CH2:39][CH2:40]4)[CH2:33][CH2:34]3)[N:17]=[C:18]([C:19]3[CH:20]=[C:21]([CH:25]=[CH:26][C:27]=3[CH3:28])[C:22]([NH:78][CH2:74][CH:75]([CH3:77])[CH3:76])=[O:23])[C:13]=2[CH:12]=[CH:11][C:10]1=[O:42]. The yield is 0.530.